This data is from Retrosynthesis with 50K atom-mapped reactions and 10 reaction types from USPTO. The task is: Predict the reactants needed to synthesize the given product. (1) Given the product FC(F)(F)c1ccc(-c2ccnc(Oc3ccc4cccnc4c3)c2)cc1, predict the reactants needed to synthesize it. The reactants are: FC(F)(F)c1ccc(-c2ccnc(Cl)c2)cc1.Oc1ccc2cccnc2c1. (2) Given the product Cc1c(N(c2ccc(O)cc2)C(C)C)cc2c(c1C(C)(C)C)OCC2(C)C, predict the reactants needed to synthesize it. The reactants are: COc1ccc(N(c2cc3c(c(C(C)(C)C)c2C)OCC3(C)C)C(C)C)cc1. (3) Given the product COC(=O)c1ccc2c(c1)C(=Cc1[nH]cc(CCC(=O)O)c1C)C(=O)N2, predict the reactants needed to synthesize it. The reactants are: COC(=O)c1ccc2c(c1)CC(=O)N2.Cc1c(CCC(=O)O)c[nH]c1C=O. (4) The reactants are: NC1CC1.O=C(O)c1ccc(Br)cc1. Given the product O=C(NC1CC1)c1ccc(Br)cc1, predict the reactants needed to synthesize it. (5) Given the product CN(Cc1cccc(-c2ccc(CC3SC(=O)NC3=O)cc2)c1)C(=O)c1ccno1, predict the reactants needed to synthesize it. The reactants are: CNCc1cccc(-c2ccc(CC3SC(=O)NC3=O)cc2)c1.O=C(O)c1ccno1. (6) The reactants are: CCOC(=O)c1onc(-c2ccc(S(C)(=O)=O)cc2)c1N.[NH4+]. Given the product CS(=O)(=O)c1ccc(-c2noc(C(N)=O)c2N)cc1, predict the reactants needed to synthesize it. (7) Given the product C[C@@]1(C(=O)Nc2ccc(F)nc2)CCCN1c1nc(Cl)nc(Nc2cc(C3CC3)n[nH]2)n1, predict the reactants needed to synthesize it. The reactants are: C[C@@]1(C(=O)Nc2ccc(F)nc2)CCCN1.Clc1nc(Cl)nc(Nc2cc(C3CC3)n[nH]2)n1. (8) Given the product COC(=O)c1ccc(OC2CCCC2)cc1, predict the reactants needed to synthesize it. The reactants are: BrC1CCCC1.COC(=O)c1ccc(O)cc1.